Dataset: Full USPTO retrosynthesis dataset with 1.9M reactions from patents (1976-2016). Task: Predict the reactants needed to synthesize the given product. (1) Given the product [N:22]1[N:21]=[C:20]([C:8]2[CH:7]=[CH:6][C:5]3[C:10](=[C:11]([O:12][Si:13]([C:16]([CH3:19])([CH3:17])[CH3:18])([CH3:15])[CH3:14])[C:2]([Br:1])=[CH:3][CH:4]=3)[N:9]=2)[N:24]2[CH:25]=[CH:26][CH:27]=[CH:28][C:23]=12, predict the reactants needed to synthesize it. The reactants are: [Br:1][C:2]1[C:11]([O:12][Si:13]([C:16]([CH3:19])([CH3:18])[CH3:17])([CH3:15])[CH3:14])=[C:10]2[C:5]([CH:6]=[CH:7][C:8]([CH:20]=[N:21][NH:22][C:23]3[CH:28]=[CH:27][CH:26]=[CH:25][N:24]=3)=[N:9]2)=[CH:4][CH:3]=1.C(O)(=O)C.C(O)(=O)C.IC1C=CC=CC=1. (2) Given the product [Cl:2][C:3]1[CH:8]=[C:7]([Cl:9])[CH:6]=[CH:5][C:4]=1[CH:10]1[CH2:15][CH:14]([C:16]([O:18][CH3:19])=[O:17])[CH2:13][CH2:12][N:11]1[C:29]([O:30][CH3:31])=[O:32], predict the reactants needed to synthesize it. The reactants are: Cl.[Cl:2][C:3]1[CH:8]=[C:7]([Cl:9])[CH:6]=[CH:5][C:4]=1[CH:10]1[CH2:15][CH:14]([C:16]([O:18][CH3:19])=[O:17])[CH2:13][CH2:12][NH:11]1.CCN(C(C)C)C(C)C.[C:29](Cl)(=[O:32])[O:30][CH3:31].